This data is from Retrosynthesis with 50K atom-mapped reactions and 10 reaction types from USPTO. The task is: Predict the reactants needed to synthesize the given product. (1) Given the product COC(=O)c1c(-c2ccc(Cl)cc2)c2cc(OCc3ccccc3)ccc2c(=O)n1CC(C)C, predict the reactants needed to synthesize it. The reactants are: COC(=O)c1c(OS(=O)(=O)C(F)(F)F)c2cc(OCc3ccccc3)ccc2c(=O)n1CC(C)C.OB(O)c1ccc(Cl)cc1. (2) Given the product C[C@@H](N)COc1cccc2ncnc(Nc3ccc(O)c(Cl)c3)c12, predict the reactants needed to synthesize it. The reactants are: C[C@@H](N)CO.Oc1ccc(Nc2ncnc3cccc(F)c23)cc1Cl. (3) Given the product CCCN1[C@@H](C)CN(c2cccc(C(C)=O)c2)C[C@H]1C, predict the reactants needed to synthesize it. The reactants are: CC(=O)c1cccc(N2C[C@H](C)N[C@H](C)C2)c1.CCCI. (4) Given the product CC(=O)Nc1nc2ccc(Oc3ccc(F)c(NC(=O)C(F)(F)F)c3)c(C#N)c2s1, predict the reactants needed to synthesize it. The reactants are: CC(=O)Cl.N#Cc1c(Oc2ccc(F)c(NC(=O)C(F)(F)F)c2)ccc2nc(N)sc12. (5) Given the product C#CCCCCC#CC(O)/C(Br)=C/c1ccccc1, predict the reactants needed to synthesize it. The reactants are: C#CCCCCC#C.O=CC(Br)=Cc1ccccc1. (6) Given the product O=C(Nc1ccccc1)[C@@H]1CN(Cc2ccccc2)C[C@@H]1Cc1ccccc1, predict the reactants needed to synthesize it. The reactants are: Nc1ccccc1.O=C(O)[C@@H]1CN(Cc2ccccc2)C[C@@H]1Cc1ccccc1. (7) The reactants are: Cc1cc(F)c(F)c(F)c1[N+](=O)[O-].Nc1ccc(I)cc1F. Given the product Cc1cc(F)c(F)c(Nc2ccc(I)cc2F)c1[N+](=O)[O-], predict the reactants needed to synthesize it.